Predict which catalyst facilitates the given reaction. From a dataset of Catalyst prediction with 721,799 reactions and 888 catalyst types from USPTO. (1) Reactant: C(OC([N:8]1[CH2:13][CH2:12][CH:11]([OH:14])[CH2:10][CH2:9]1)=O)(C)(C)C.[C:15]1([C:29]2[CH:34]=[CH:33][CH:32]=[CH:31][CH:30]=2)[CH:20]=[CH:19][C:18]([O:21][C:22]2[CH:27]=[CH:26][C:25](O)=[CH:24][CH:23]=2)=[CH:17][CH:16]=1.C1(P(C2C=CC=CC=2)C2C=CC=CC=2)C=CC=CC=1.N(C(OC(C)C)=O)=NC(OC(C)C)=O.[ClH:68]. Product: [ClH:68].[C:15]1([C:29]2[CH:30]=[CH:31][CH:32]=[CH:33][CH:34]=2)[CH:16]=[CH:17][C:18]([O:21][C:22]2[CH:27]=[CH:26][C:25]([O:14][CH:11]3[CH2:10][CH2:9][NH:8][CH2:13][CH2:12]3)=[CH:24][CH:23]=2)=[CH:19][CH:20]=1. The catalyst class is: 523. (2) Product: [CH3:11][O:10][N:8]([CH3:9])[C:6]([C:5]1[CH:12]=[CH:13][C:2](=[O:1])[N:3]([CH3:16])[CH:4]=1)=[O:7]. Reactant: [OH:1][C:2]1[CH:13]=[CH:12][C:5]([C:6]([N:8]([O:10][CH3:11])[CH3:9])=[O:7])=[CH:4][N:3]=1.CI.[C:16](=O)([O-])[O-].[K+].[K+].ClCCl. The catalyst class is: 35. (3) The catalyst class is: 22. Reactant: CN.[CH3:3][NH:4][C:5]([NH:7][C:8]([N:10]1[CH:16]([CH3:17])[CH2:15][C:14]2[CH:18]=[C:19]3[O:24][CH2:23][O:22][C:20]3=[CH:21][C:13]=2[C:12]([C:25]2[CH:30]=[CH:29][C:28]([N+:31]([O-:33])=[O:32])=[CH:27][CH:26]=2)=[N:11]1)=[S:9])=[O:6]. Product: [CH3:3][NH:4][C:5]([NH:7][C:8]([N:10]1[C@H:16]([CH3:17])[CH2:15][C:14]2[CH:18]=[C:19]3[O:24][CH2:23][O:22][C:20]3=[CH:21][C:13]=2[C:12]([C:25]2[CH:30]=[CH:29][C:28]([N+:31]([O-:33])=[O:32])=[CH:27][CH:26]=2)=[N:11]1)=[S:9])=[O:6].